From a dataset of Reaction yield outcomes from USPTO patents with 853,638 reactions. Predict the reaction yield, written as a fraction of the theoretical maximum amount of product (1.0 means a 100% yield; for example, 0.34 means a 34% yield). The reactants are [C:1]([N:18]1[CH2:24][CH2:23][CH2:22][C@H:19]1[CH2:20][OH:21])([O:3][CH2:4][CH:5]1[C:17]2[C:12](=[CH:13][CH:14]=[CH:15][CH:16]=2)[C:11]2[C:6]1=[CH:7][CH:8]=[CH:9][CH:10]=2)=[O:2].[CH3:25][O:26][C:27]1[CH:48]=[CH:47][C:30]([C:31](Cl)([C:40]2[CH:45]=[CH:44][CH:43]=[CH:42][CH:41]=2)[C:32]2[CH:37]=[CH:36][C:35]([O:38][CH3:39])=[CH:34][CH:33]=2)=[CH:29][CH:28]=1.C(Cl)(Cl)Cl.CO. The catalyst is N1C=CC=CC=1. The product is [C:1]([C:31]([C:40]1[CH:45]=[CH:44][CH:43]=[CH:42][CH:41]=1)([C:32]1[CH:37]=[CH:36][C:35]([O:38][CH3:39])=[CH:34][CH:33]=1)[C:30]1[CH:29]=[CH:28][C:27]([O:26][CH3:25])=[CH:48][CH:47]=1)([O:3][CH2:4][CH:5]1[C:6]2[C:11](=[CH:10][CH:9]=[CH:8][CH:7]=2)[C:12]2[C:17]1=[CH:16][CH:15]=[CH:14][CH:13]=2)=[O:2].[NH:18]1[CH2:24][CH2:23][CH2:22][C@H:19]1[CH2:20][OH:21]. The yield is 0.740.